Dataset: NCI-60 drug combinations with 297,098 pairs across 59 cell lines. Task: Regression. Given two drug SMILES strings and cell line genomic features, predict the synergy score measuring deviation from expected non-interaction effect. (1) Drug 1: CC(C)(C#N)C1=CC(=CC(=C1)CN2C=NC=N2)C(C)(C)C#N. Drug 2: C(CC(=O)O)C(=O)CN.Cl. Cell line: NCI-H226. Synergy scores: CSS=1.21, Synergy_ZIP=2.84, Synergy_Bliss=1.89, Synergy_Loewe=-4.35, Synergy_HSA=-4.46. (2) Drug 1: CC1OCC2C(O1)C(C(C(O2)OC3C4COC(=O)C4C(C5=CC6=C(C=C35)OCO6)C7=CC(=C(C(=C7)OC)O)OC)O)O. Drug 2: CC1=C2C(C(=O)C3(C(CC4C(C3C(C(C2(C)C)(CC1OC(=O)C(C(C5=CC=CC=C5)NC(=O)C6=CC=CC=C6)O)O)OC(=O)C7=CC=CC=C7)(CO4)OC(=O)C)O)C)OC(=O)C. Cell line: HOP-62. Synergy scores: CSS=48.6, Synergy_ZIP=-2.82, Synergy_Bliss=1.26, Synergy_Loewe=2.16, Synergy_HSA=2.80. (3) Drug 1: CCCCCOC(=O)NC1=NC(=O)N(C=C1F)C2C(C(C(O2)C)O)O. Drug 2: CC1=C2C(C(=O)C3(C(CC4C(C3C(C(C2(C)C)(CC1OC(=O)C(C(C5=CC=CC=C5)NC(=O)OC(C)(C)C)O)O)OC(=O)C6=CC=CC=C6)(CO4)OC(=O)C)O)C)O. Cell line: HCC-2998. Synergy scores: CSS=30.7, Synergy_ZIP=2.93, Synergy_Bliss=3.84, Synergy_Loewe=12.5, Synergy_HSA=9.77.